Predict which catalyst facilitates the given reaction. From a dataset of Catalyst prediction with 721,799 reactions and 888 catalyst types from USPTO. Reactant: BrBr.[OH-:3].[Na+].[Cl:5][C:6]1[C:11]([CH3:12])=[C:10]([F:13])[CH:9]=[CH:8][C:7]=1[C:14](=[O:16])C. Product: [Cl:5][C:6]1[C:11]([CH3:12])=[C:10]([F:13])[CH:9]=[CH:8][C:7]=1[C:14]([OH:16])=[O:3]. The catalyst class is: 127.